Regression. Given a peptide amino acid sequence and an MHC pseudo amino acid sequence, predict their binding affinity value. This is MHC class I binding data. From a dataset of Peptide-MHC class I binding affinity with 185,985 pairs from IEDB/IMGT. (1) The peptide sequence is CELSSHGDL. The MHC is HLA-B18:01 with pseudo-sequence HLA-B18:01. The binding affinity (normalized) is 0.213. (2) The peptide sequence is KQRCALPSL. The MHC is BoLA-JSP.1 with pseudo-sequence BoLA-JSP.1. The binding affinity (normalized) is 0.158.